Dataset: Full USPTO retrosynthesis dataset with 1.9M reactions from patents (1976-2016). Task: Predict the reactants needed to synthesize the given product. (1) Given the product [Cl:1][C:2]1[CH:3]=[CH:4][C:5]([CH2:6][C:7]2[C:15]3[C:14](=[O:16])[NH:13][C:12](=[O:17])[N:11]([CH2:36][O:37][CH2:38][CH2:39][Si:42]([CH3:45])([CH3:44])[CH3:43])[C:10]=3[O:9][C:8]=2[C:18]2[CH:23]=[CH:22][CH:21]=[C:20]([Cl:24])[CH:19]=2)=[CH:25][CH:26]=1, predict the reactants needed to synthesize it. The reactants are: [Cl:1][C:2]1[CH:26]=[CH:25][C:5]([CH2:6][C:7]2[C:15]3[C:14](=[O:16])[NH:13][C:12](=[O:17])[NH:11][C:10]=3[O:9][C:8]=2[C:18]2[CH:23]=[CH:22][CH:21]=[C:20]([Cl:24])[CH:19]=2)=[CH:4][CH:3]=1.C([O-])([O-])=O.[K+].[K+].ClCC([Si](C)(C)C)[CH2:36][O:37][CH2:38][CH:39]([Si:42]([CH3:45])([CH3:44])[CH3:43])CCl. (2) Given the product [CH2:6]([O:13][C:14]([N:16]1[CH2:25][CH2:24][C:23]2[C:22]([Cl:3])=[N:21][C:20]([S:27][CH3:28])=[N:19][C:18]=2[CH2:17]1)=[O:15])[C:7]1[CH:12]=[CH:11][CH:10]=[CH:9][CH:8]=1, predict the reactants needed to synthesize it. The reactants are: O=P(Cl)(Cl)[Cl:3].[CH2:6]([O:13][C:14]([N:16]1[CH2:25][CH2:24][C:23]2[C:22](O)=[N:21][C:20]([S:27][CH3:28])=[N:19][C:18]=2[CH2:17]1)=[O:15])[C:7]1[CH:12]=[CH:11][CH:10]=[CH:9][CH:8]=1. (3) Given the product [CH2:1]([O:3][C:4]([CH:6]1[CH2:10][CH2:9][C:8](=[O:11])[N:7]1[CH2:17][C:16]1[CH:19]=[CH:20][C:13]([F:12])=[CH:14][CH:15]=1)=[O:5])[CH3:2], predict the reactants needed to synthesize it. The reactants are: [CH2:1]([O:3][C:4]([CH:6]1[CH2:10][CH2:9][C:8](=[O:11])[NH:7]1)=[O:5])[CH3:2].[F:12][C:13]1[CH:20]=[CH:19][C:16]([CH2:17]Br)=[CH:15][CH:14]=1.[H-].[Na+]. (4) Given the product [CH3:23][N:21]1[CH:22]=[C:18]([C:14]2[C:12]3[N:13]=[C:8]([O:4][CH2:3][C:2]([F:6])([F:5])[F:1])[N:9]=[C:10]([OH:24])[C:11]=3[CH:17]=[CH:16][N:15]=2)[N:19]=[CH:20]1, predict the reactants needed to synthesize it. The reactants are: [F:1][C:2]([F:6])([F:5])[CH2:3][OH:4].Cl[C:8]1[N:9]=[C:10]([OH:24])[C:11]2[CH:17]=[CH:16][N:15]=[C:14]([C:18]3[N:19]=[CH:20][N:21]([CH3:23])[CH:22]=3)[C:12]=2[N:13]=1. (5) Given the product [CH2:1]([NH:5][NH:6][C:7]([C@@H:9]1[CH2:13][C@@H:12]([SH:14])[CH2:11][N:10]1[S:24]([C:27]1[CH:36]=[CH:35][C:34]2[C:29](=[CH:30][CH:31]=[CH:32][CH:33]=2)[CH:28]=1)(=[O:26])=[O:25])=[O:8])[CH:2]([CH3:4])[CH3:3], predict the reactants needed to synthesize it. The reactants are: [CH2:1]([NH:5][NH:6][C:7]([C@@H:9]1[CH2:13][C@@H:12]([S:14]CC2C=CC(OC)=CC=2)[CH2:11][N:10]1[S:24]([C:27]1[CH:36]=[CH:35][C:34]2[C:29](=[CH:30][CH:31]=[CH:32][CH:33]=2)[CH:28]=1)(=[O:26])=[O:25])=[O:8])[CH:2]([CH3:4])[CH3:3].C([SiH](CC)CC)C. (6) Given the product [CH2:1]([C@H:8]1[O:12][C:11]([CH3:13])([CH3:14])[O:10][C@@H:9]1[CH2:15][C:16]1[CH:23]=[CH:22][C:19]([CH:20]([OH:21])[CH:24]=[CH2:25])=[CH:18][CH:17]=1)[CH2:2][CH2:3][CH2:4][CH2:5][CH2:6][CH3:7], predict the reactants needed to synthesize it. The reactants are: [CH2:1]([C@H:8]1[O:12][C:11]([CH3:14])([CH3:13])[O:10][C@@H:9]1[CH2:15][C:16]1[CH:23]=[CH:22][C:19]([CH:20]=[O:21])=[CH:18][CH:17]=1)[CH2:2][CH2:3][CH2:4][CH2:5][CH2:6][CH3:7].[CH:24]([Mg]Br)=[CH2:25].[NH4+].[Cl-]. (7) Given the product [Cl:11][C:12]1[CH:13]=[C:14]([CH:20]=[CH:21][C:22]=1[C:23](=[N:2][OH:3])[NH2:24])[C:15]([O:17][CH2:18][CH3:19])=[O:16], predict the reactants needed to synthesize it. The reactants are: Cl.[NH2:2][OH:3].C(N(CC)CC)C.[Cl:11][C:12]1[CH:13]=[C:14]([CH:20]=[CH:21][C:22]=1[C:23]#[N:24])[C:15]([O:17][CH2:18][CH3:19])=[O:16].